From a dataset of Full USPTO retrosynthesis dataset with 1.9M reactions from patents (1976-2016). Predict the reactants needed to synthesize the given product. Given the product [CH3:1][C:2]1[CH:3]=[C:4]([C:9]2[N:10]=[C:11]([NH:20][C:21](=[O:24])[CH2:22][CH3:23])[S:12][C:13]=2[C:14]2[CH:19]=[CH:18][N:17]=[CH:16][CH:15]=2)[CH:5]=[C:6]([CH3:8])[CH:7]=1, predict the reactants needed to synthesize it. The reactants are: [CH3:1][C:2]1[CH:3]=[C:4]([C:9]2[N:10]=[C:11]([NH2:20])[S:12][C:13]=2[C:14]2[CH:19]=[CH:18][N:17]=[CH:16][CH:15]=2)[CH:5]=[C:6]([CH3:8])[CH:7]=1.[C:21](Cl)(=[O:24])[CH2:22][CH3:23].C(=O)([O-])O.[Na+].